From a dataset of Reaction yield outcomes from USPTO patents with 853,638 reactions. Predict the reaction yield, written as a fraction of the theoretical maximum amount of product (1.0 means a 100% yield; for example, 0.34 means a 34% yield). The reactants are [O:1]1[C:6]2[CH:7]=[CH:8][CH:9]=[CH:10][C:5]=2[O:4][CH2:3][CH:2]1[CH2:11][OH:12].[CH2:13]([O:15][C:16](=[O:20])[C:17]#[C:18][CH3:19])[CH3:14].C(P(CCCC)CCCC)CCC. The catalyst is O1CCCC1. The product is [CH2:13]([O:15][C:16](=[O:20])/[CH:17]=[C:18](/[O:12][CH2:11][CH:2]1[O:1][C:6]2[CH:7]=[CH:8][CH:9]=[CH:10][C:5]=2[O:4][CH2:3]1)\[CH3:19])[CH3:14]. The yield is 0.400.